From a dataset of Full USPTO retrosynthesis dataset with 1.9M reactions from patents (1976-2016). Predict the reactants needed to synthesize the given product. (1) Given the product [C:15]([O:14][C:12]([NH:1][CH:2]([C:6]1[CH:11]=[CH:10][CH:9]=[CH:8][CH:7]=1)[C:3]([OH:5])=[O:4])=[O:13])([CH3:18])([CH3:17])[CH3:16], predict the reactants needed to synthesize it. The reactants are: [NH2:1][CH:2]([C:6]1[CH:11]=[CH:10][CH:9]=[CH:8][CH:7]=1)[C:3]([OH:5])=[O:4].[C:12](O[C:12]([O:14][C:15]([CH3:18])([CH3:17])[CH3:16])=[O:13])([O:14][C:15]([CH3:18])([CH3:17])[CH3:16])=[O:13].[OH-].[Na+]. (2) Given the product [Cl:38][C:22]1[C:23]([NH:25][C:26]2[CH:31]=[CH:30][CH:29]=[CH:28][C:27]=2[S:32]([N:35]([CH3:37])[CH3:36])(=[O:34])=[O:33])=[N:24][C:19]([NH:1][C:2]2[C:15]([O:16][CH3:17])=[CH:14][C:5]3[N:6]([CH2:12][CH3:13])[C:7](=[O:11])[CH2:8][CH2:9][CH2:10][C:4]=3[CH:3]=2)=[N:20][CH:21]=1, predict the reactants needed to synthesize it. The reactants are: [NH2:1][C:2]1[C:15]([O:16][CH3:17])=[CH:14][C:5]2[N:6]([CH2:12][CH3:13])[C:7](=[O:11])[CH2:8][CH2:9][CH2:10][C:4]=2[CH:3]=1.Cl[C:19]1[N:24]=[C:23]([NH:25][C:26]2[CH:31]=[CH:30][CH:29]=[CH:28][C:27]=2[S:32]([N:35]([CH3:37])[CH3:36])(=[O:34])=[O:33])[C:22]([Cl:38])=[CH:21][N:20]=1. (3) Given the product [CH3:1][O:2][C:3](=[O:8])[CH:4]([CH:9]([O:12][CH3:13])[O:10][CH3:11])[CH:5]([O:20][CH3:19])[O:6][CH3:7], predict the reactants needed to synthesize it. The reactants are: [CH3:1][O:2][C:3](=[O:8])/[CH:4]=[CH:5]/[O:6][CH3:7].[CH:9](OC)([O:12][CH3:13])[O:10][CH3:11].C[O-].[Na+].[CH3:19][O:20]C. (4) Given the product [CH:24]1([C@H:13]2[C@H:12]([CH3:27])[C@@H:11]([NH:10][C:2]3[O:28][CH:29]=[C:30]([CH3:31])[N:1]=3)[C:20]3[C:15](=[CH:16][CH:17]=[CH:18][CH:19]=3)[N:14]2[C:21](=[O:23])[CH3:22])[CH2:26][CH2:25]1, predict the reactants needed to synthesize it. The reactants are: [N:1]#[C:2]Br.C(=O)([O-])[O-].[Na+].[Na+].[NH2:10][C@H:11]1[C:20]2[C:15](=[CH:16][CH:17]=[CH:18][CH:19]=2)[N:14]([C:21](=[O:23])[CH3:22])[C@@H:13]([CH:24]2[CH2:26][CH2:25]2)[C@@H:12]1[CH3:27].[OH:28][CH2:29][C:30](=O)[CH3:31].[OH-].[Na+]. (5) Given the product [CH3:31][N:3]1[C:2](=[O:1])[C:7]([CH2:8][C:9]2[CH:10]=[CH:11][C:12]([C:15]3[C:16]([C:21]#[N:22])=[CH:17][CH:18]=[CH:19][CH:20]=3)=[CH:13][CH:14]=2)=[C:6]([CH2:23][CH2:24][CH3:25])[N:5]2[N:26]=[CH:27][N:28]=[C:4]12, predict the reactants needed to synthesize it. The reactants are: [O:1]=[C:2]1[C:7]([CH2:8][C:9]2[CH:14]=[CH:13][C:12]([C:15]3[C:16]([C:21]#[N:22])=[CH:17][CH:18]=[CH:19][CH:20]=3)=[CH:11][CH:10]=2)=[C:6]([CH2:23][CH2:24][CH3:25])[N:5]2[N:26]=[CH:27][N:28]=[C:4]2[NH:3]1.CI.[C:31](=O)([O-])[O-].[K+].[K+].CN(C)C=O.